This data is from NCI-60 drug combinations with 297,098 pairs across 59 cell lines. The task is: Regression. Given two drug SMILES strings and cell line genomic features, predict the synergy score measuring deviation from expected non-interaction effect. (1) Drug 1: CS(=O)(=O)C1=CC(=C(C=C1)C(=O)NC2=CC(=C(C=C2)Cl)C3=CC=CC=N3)Cl. Drug 2: CC1CCC2CC(C(=CC=CC=CC(CC(C(=O)C(C(C(=CC(C(=O)CC(OC(=O)C3CCCCN3C(=O)C(=O)C1(O2)O)C(C)CC4CCC(C(C4)OC)OCCO)C)C)O)OC)C)C)C)OC. Cell line: HCC-2998. Synergy scores: CSS=13.6, Synergy_ZIP=-0.712, Synergy_Bliss=2.83, Synergy_Loewe=-2.00, Synergy_HSA=2.52. (2) Drug 1: C1=CC(=CC=C1CCC2=CNC3=C2C(=O)NC(=N3)N)C(=O)NC(CCC(=O)O)C(=O)O. Drug 2: CC1C(C(CC(O1)OC2CC(OC(C2O)C)OC3=CC4=CC5=C(C(=O)C(C(C5)C(C(=O)C(C(C)O)O)OC)OC6CC(C(C(O6)C)O)OC7CC(C(C(O7)C)O)OC8CC(C(C(O8)C)O)(C)O)C(=C4C(=C3C)O)O)O)O. Cell line: M14. Synergy scores: CSS=21.8, Synergy_ZIP=0.782, Synergy_Bliss=0.0761, Synergy_Loewe=-7.05, Synergy_HSA=-0.793. (3) Drug 1: CC1=C(C(=CC=C1)Cl)NC(=O)C2=CN=C(S2)NC3=CC(=NC(=N3)C)N4CCN(CC4)CCO. Drug 2: CC1=C(C(=O)C2=C(C1=O)N3CC4C(C3(C2COC(=O)N)OC)N4)N. Cell line: NCI-H226. Synergy scores: CSS=17.2, Synergy_ZIP=-7.25, Synergy_Bliss=-2.75, Synergy_Loewe=-3.44, Synergy_HSA=-2.21. (4) Drug 1: CCC1=CC2CC(C3=C(CN(C2)C1)C4=CC=CC=C4N3)(C5=C(C=C6C(=C5)C78CCN9C7C(C=CC9)(C(C(C8N6C)(C(=O)OC)O)OC(=O)C)CC)OC)C(=O)OC.C(C(C(=O)O)O)(C(=O)O)O. Drug 2: CC1=C(C(=O)C2=C(C1=O)N3CC4C(C3(C2COC(=O)N)OC)N4)N. Cell line: MOLT-4. Synergy scores: CSS=87.1, Synergy_ZIP=-2.47, Synergy_Bliss=-4.46, Synergy_Loewe=-4.88, Synergy_HSA=-2.18. (5) Drug 1: C1=NC2=C(N=C(N=C2N1C3C(C(C(O3)CO)O)O)F)N. Drug 2: CCC1(C2=C(COC1=O)C(=O)N3CC4=CC5=C(C=CC(=C5CN(C)C)O)N=C4C3=C2)O.Cl. Cell line: SK-MEL-28. Synergy scores: CSS=29.3, Synergy_ZIP=-8.00, Synergy_Bliss=-2.95, Synergy_Loewe=-18.8, Synergy_HSA=-0.879. (6) Drug 1: CS(=O)(=O)CCNCC1=CC=C(O1)C2=CC3=C(C=C2)N=CN=C3NC4=CC(=C(C=C4)OCC5=CC(=CC=C5)F)Cl. Drug 2: CCN(CC)CCCC(C)NC1=C2C=C(C=CC2=NC3=C1C=CC(=C3)Cl)OC. Cell line: HOP-62. Synergy scores: CSS=10.9, Synergy_ZIP=2.42, Synergy_Bliss=11.4, Synergy_Loewe=-4.51, Synergy_HSA=3.60.